This data is from Full USPTO retrosynthesis dataset with 1.9M reactions from patents (1976-2016). The task is: Predict the reactants needed to synthesize the given product. (1) Given the product [Br:1][C:2]1[CH:3]=[CH:4][C:5]([N:8]2[CH:12]=[CH:11][C:10]([CH2:13][CH2:14][C:15]([O:17][CH2:18][CH3:19])=[O:16])=[C:9]2[C:20]2[CH:25]=[CH:24][C:23]([C:26](=[O:28])[NH2:27])=[CH:22][C:21]=2[CH3:29])=[CH:6][CH:7]=1, predict the reactants needed to synthesize it. The reactants are: [Br:1][C:2]1[CH:7]=[CH:6][C:5]([N:8]2[CH:12]=[CH:11][C:10](/[CH:13]=[CH:14]/[C:15]([O:17][CH2:18][CH3:19])=[O:16])=[C:9]2[C:20]2[CH:25]=[CH:24][C:23]([C:26](=[O:28])[NH2:27])=[CH:22][C:21]=2[CH3:29])=[CH:4][CH:3]=1.[BH4-].[Na+]. (2) Given the product [F:15][C:5]1[CH:6]=[CH:7][CH:8]=[C:9]([O:10][CH2:11][CH2:12][O:13][CH3:14])[C:4]=1[C:3]([OH:16])=[O:2], predict the reactants needed to synthesize it. The reactants are: C[O:2][C:3](=[O:16])[C:4]1[C:9]([O:10][CH2:11][CH2:12][O:13][CH3:14])=[CH:8][CH:7]=[CH:6][C:5]=1[F:15].[OH-].[Na+]. (3) The reactants are: [Cl-].[Li+].COP([CH:9]([O:14]C1CCCCO1)[C:10]([O:12][CH3:13])=[O:11])(OC)=O.C1CCN2C(=NCCC2)CC1.[C:32]1([C:46]2[CH:51]=[CH:50][CH:49]=[CH:48][CH:47]=2)[CH:37]=[CH:36][C:35]([O:38][CH2:39][CH2:40][CH2:41][CH2:42][CH2:43][CH:44]=O)=[CH:34][CH:33]=1. Given the product [C:32]1([C:46]2[CH:51]=[CH:50][CH:49]=[CH:48][CH:47]=2)[CH:37]=[CH:36][C:35]([O:38][CH2:39][CH2:40][CH2:41][CH2:42][CH2:43][CH2:44][C:9](=[O:14])[C:10]([O:12][CH3:13])=[O:11])=[CH:34][CH:33]=1, predict the reactants needed to synthesize it. (4) Given the product [F:24][C:4]1([F:23])[C:3]2([F:25])[C:3]([F:25])([C:4]([F:23])([F:24])[C:5]([F:21])([F:22])[C:6]([F:19])([F:20])[C:7]2([F:18])[F:17])[C:7]([F:17])([F:18])[C:6]([F:20])([F:19])[C:5]1([F:22])[F:21], predict the reactants needed to synthesize it. The reactants are: [NH4+].F[C:3](F)([F:25])[C:4]([F:24])([F:23])[C:5]([F:22])([F:21])[C:6]([F:20])([F:19])[C:7]([F:18])([F:17])C(F)(F)C(F)(F)C([O-])=O. (5) Given the product [C:23]([NH:31][C:32]1[CH:33]=[C:34]([CH:38]=[CH:39][N:40]=1)[C:35]([NH:22][CH2:21][CH2:20][C:17]1[CH:18]=[CH:19][C:14]([Cl:13])=[CH:15][CH:16]=1)=[O:36])(=[O:30])[C:24]1[CH:25]=[CH:26][CH:27]=[CH:28][CH:29]=1, predict the reactants needed to synthesize it. The reactants are: FC(F)(F)C1C=CC(CN)=CC=1.[Cl:13][C:14]1[CH:19]=[CH:18][C:17]([CH2:20][CH2:21][NH2:22])=[CH:16][CH:15]=1.[C:23]([NH:31][C:32]1[CH:33]=[C:34]([CH:38]=[CH:39][N:40]=1)[C:35](O)=[O:36])(=[O:30])[C:24]1[CH:29]=[CH:28][CH:27]=[CH:26][CH:25]=1. (6) Given the product [N:1]1[CH:6]=[CH:5][N:4]=[CH:3][C:2]=1[C:7]1[CH:14]=[CH:13][CH:12]=[CH:11][C:8]=1[CH2:9][OH:10], predict the reactants needed to synthesize it. The reactants are: [N:1]1[CH:6]=[CH:5][N:4]=[CH:3][C:2]=1[C:7]1[CH:14]=[CH:13][CH:12]=[CH:11][C:8]=1[CH:9]=[O:10].[BH4-].[Na+]. (7) Given the product [F:1][C:2]1[CH:7]=[CH:6][C:5]([C:8]2[O:9][C:10]3[CH:20]=[CH:19][C:18]([C:21]4[CH:29]=[C:25]([C:26](=[O:27])[NH:42][C:39]5([C:37]6[N:38]=[C:34]([CH3:33])[O:35][CH:36]=6)[CH2:41][CH2:40]5)[C:24]([O:30][CH3:31])=[CH:23][C:22]=4[CH3:32])=[CH:17][C:11]=3[C:12]=2[C:13]([NH:14][CH3:15])=[O:16])=[CH:4][CH:3]=1, predict the reactants needed to synthesize it. The reactants are: [F:1][C:2]1[CH:7]=[CH:6][C:5]([C:8]2[O:9][C:10]3[CH:20]=[CH:19][C:18]([C:21]4[C:22]([CH3:32])=[CH:23][C:24]([O:30][CH3:31])=[C:25]([CH:29]=4)[C:26](O)=[O:27])=[CH:17][C:11]=3[C:12]=2[C:13](=[O:16])[NH:14][CH3:15])=[CH:4][CH:3]=1.[CH3:33][C:34]1[O:35][CH:36]=[C:37]([C:39]2([NH2:42])[CH2:41][CH2:40]2)[N:38]=1.CCN=C=NCCCN(C)C.Cl.C1C=CC2N(O)N=NC=2C=1.